This data is from Forward reaction prediction with 1.9M reactions from USPTO patents (1976-2016). The task is: Predict the product of the given reaction. (1) The product is: [CH3:3][CH:2]([N:4]1[C:12](/[CH:13]=[CH:14]/[CH:15]([OH:24])[CH2:16][CH:17]([OH:23])[CH2:18][C:19]([O-:21])=[O:20])=[C:11]([C:25]2[CH:26]=[CH:27][C:28]([F:31])=[CH:29][CH:30]=2)[C:10]2[CH:9]=[CH:8][CH:7]=[CH:6][C:5]1=2)[CH3:1].[Na+:33]. Given the reactants [CH3:1][CH:2]([N:4]1[C:12](/[CH:13]=[CH:14]/[C@H:15]([OH:24])[CH2:16][C@H:17]([OH:23])[CH2:18][C:19]([O:21]C)=[O:20])=[C:11]([C:25]2[CH:30]=[CH:29][C:28]([F:31])=[CH:27][CH:26]=2)[C:10]2[C:5]1=[CH:6][CH:7]=[CH:8][CH:9]=2)[CH3:3].[OH-].[Na+:33], predict the reaction product. (2) Given the reactants [CH:1]1([C:4]([N:6]2[CH2:10][CH2:9][C@@H:8]([CH2:11][NH2:12])[CH2:7]2)=[O:5])[CH2:3][CH2:2]1.C1N=CN([C:18](N2C=NC=C2)=[O:19])C=1.[Br:25][C:26]1[CH:35]=[CH:34][C:29]([C:30]([NH:32][NH2:33])=[O:31])=[CH:28][CH:27]=1.C1COCC1, predict the reaction product. The product is: [Br:25][C:26]1[CH:35]=[CH:34][C:29]([C:30]([NH:32][NH:33][C:18]([NH:12][CH2:11][C@@H:8]2[CH2:9][CH2:10][N:6]([C:4]([CH:1]3[CH2:2][CH2:3]3)=[O:5])[CH2:7]2)=[O:19])=[O:31])=[CH:28][CH:27]=1.